Dataset: Forward reaction prediction with 1.9M reactions from USPTO patents (1976-2016). Task: Predict the product of the given reaction. (1) The product is: [OH:37][C@@H:32]1[CH2:33][N:34]([CH2:6][CH2:5][C@H:4]([N:8]2[C:14](=[O:15])[CH2:13][CH2:12][N:11]([C:16]3[CH:21]=[CH:20][CH:19]=[C:18]([C:22]([F:24])([F:23])[F:25])[CH:17]=3)[CH2:10][CH2:9]2)[C:3]([N:2]([CH3:1])[CH3:27])=[O:26])[CH2:35][CH2:36][C:31]21[CH2:30][CH2:29]2. Given the reactants [CH3:1][N:2]([CH3:27])[C:3](=[O:26])[C@@H:4]([N:8]1[C:14](=[O:15])[CH2:13][CH2:12][N:11]([C:16]2[CH:21]=[CH:20][CH:19]=[C:18]([C:22]([F:25])([F:24])[F:23])[CH:17]=2)[CH2:10][CH2:9]1)[CH2:5][CH:6]=O.Cl.[CH2:29]1[C:31]2([CH2:36][CH2:35][NH:34][CH2:33][C@H:32]2[OH:37])[CH2:30]1, predict the reaction product. (2) Given the reactants [CH3:1][C:2]1[CH:7]=[CH:6][C:5](S(OCC2[CH2:1][C:2]3[C:7](Br)=[CH:6][CH:5]=[CH:4][C:3]=3O2)(=O)=O)=[CH:4][CH:3]=1.[N-]=[N+]=[N-].[Na+].[N:27]([CH2:30][CH:31]1[CH2:35][C:34]2[CH:36]=[C:37](Cl)[CH:38]=[C:39](C3C=CSC=3)[C:33]=2[O:32]1)=[N+:28]=[N-:29], predict the reaction product. The product is: [CH3:1][C:2]1[CH:7]=[CH:6][C:5]([C:36]2[C:34]3[CH2:35][CH:31]([CH2:30][N:27]=[N+:28]=[N-:29])[O:32][C:33]=3[CH:39]=[CH:38][CH:37]=2)=[CH:4][CH:3]=1. (3) Given the reactants [Cl:1][C:2]1[CH:3]=[C:4]2[C:8](=[C:9]([C:11]([OH:13])=O)[CH:10]=1)[NH:7][CH:6]=[CH:5]2.CN(C(ON1N=NC2C=CC=CC1=2)=[N+](C)C)C.[B-](F)(F)(F)F.C(N(CC)C(C)C)(C)C.[C:45]([C:49]1[CH:68]=[CH:67][C:52]([CH2:53][NH:54][CH2:55][CH2:56][C:57]2[CH:62]=[CH:61][CH:60]=[C:59]([O:63][CH:64]([F:66])[F:65])[CH:58]=2)=[CH:51][CH:50]=1)([CH3:48])([CH3:47])[CH3:46], predict the reaction product. The product is: [C:45]([C:49]1[CH:68]=[CH:67][C:52]([CH2:53][N:54]([CH2:55][CH2:56][C:57]2[CH:62]=[CH:61][CH:60]=[C:59]([O:63][CH:64]([F:66])[F:65])[CH:58]=2)[C:11]([C:9]2[CH:10]=[C:2]([Cl:1])[CH:3]=[C:4]3[C:8]=2[NH:7][CH:6]=[CH:5]3)=[O:13])=[CH:51][CH:50]=1)([CH3:48])([CH3:46])[CH3:47]. (4) Given the reactants [N+:1]([C:4]1[CH:5]=[C:6]([CH:10]=[C:11]2[CH2:16][CH2:15][CH:14]([NH2:17])[CH2:13][CH2:12]2)[CH:7]=[CH:8][CH:9]=1)([O-:3])=[O:2].C(N(CC)CC)C.Cl.[C:26](Cl)(=[O:33])[C:27]1[CH:32]=[CH:31][CH:30]=[N:29][CH:28]=1, predict the reaction product. The product is: [N+:1]([C:4]1[CH:5]=[C:6]([CH:10]=[C:11]2[CH2:16][CH2:15][CH:14]([NH:17][C:26]([C:27]3[CH:28]=[N:29][CH:30]=[CH:31][CH:32]=3)=[O:33])[CH2:13][CH2:12]2)[CH:7]=[CH:8][CH:9]=1)([O-:3])=[O:2]. (5) The product is: [F:1][C:2]1[CH:3]=[CH:4][C:5]2[N:6]([C:10]([C@@H:12]3[CH2:16][C@@H:15]([F:17])[CH2:14][N:13]3[CH3:18])=[N:9][N:8]=2)[CH:7]=1. Given the reactants [F:1][C:2]1[CH:3]=[CH:4][C:5]([NH:8][NH:9][C:10]([C@@H:12]2[CH2:16][C@@H:15]([F:17])[CH2:14][N:13]2[CH3:18])=O)=[N:6][CH:7]=1.C1C=CC(P(C2C=CC=CC=2)C2C=CC=CC=2)=CC=1.CCN(CC)CC.ClC(Cl)(Cl)C(Cl)(Cl)Cl, predict the reaction product. (6) Given the reactants [OH:1][CH2:2][CH2:3][CH2:4][NH:5][C:6]1[CH:11]=[CH:10][CH:9]=[CH:8][N+:7]=1[O-].C1CCCCC=1, predict the reaction product. The product is: [OH:1][CH2:2][CH2:3][CH2:4][NH:5][C:6]1[CH:11]=[CH:10][CH:9]=[CH:8][N:7]=1. (7) Given the reactants [CH3:1][S:2]([NH:5][C:6]1[CH:7]=[C:8]([C:22](OC)=[O:23])[C:9]([C:12]2[CH:17]=[CH:16][C:15]([C:18]([F:21])([F:20])[F:19])=[CH:14][CH:13]=2)=[CH:10][CH:11]=1)(=[O:4])=[O:3].[H-].[Al+3].[Li+].[H-].[H-].[H-], predict the reaction product. The product is: [OH:23][CH2:22][C:8]1[CH:7]=[C:6]([NH:5][S:2]([CH3:1])(=[O:4])=[O:3])[CH:11]=[CH:10][C:9]=1[C:12]1[CH:17]=[CH:16][C:15]([C:18]([F:21])([F:19])[F:20])=[CH:14][CH:13]=1. (8) Given the reactants F[C:2]1[CH:3]=[C:4]2[C:8](=[CH:9][C:10]=1[F:11])[N:7]([S:12]([C:15]1[CH:20]=[CH:19][CH:18]=[CH:17][CH:16]=1)(=[O:14])=[O:13])[CH:6]=[C:5]2[C:21]1[CH:22]=[N:23][N:24]([CH2:26][CH:27]2CCNCC2)[CH:25]=1.CS(OCC[N:40]1[CH2:44][CH2:43][NH:42][C:41]1=[O:45])(=O)=O.C([O-])(O)=O.[Na+], predict the reaction product. The product is: [F:11][C:10]1[CH:9]=[C:8]2[C:4]([C:5]([C:21]3[CH:22]=[N:23][N:24]([CH2:26][CH2:27][N:40]4[CH2:44][CH2:43][NH:42][C:41]4=[O:45])[CH:25]=3)=[CH:6][N:7]2[S:12]([C:15]2[CH:16]=[CH:17][CH:18]=[CH:19][CH:20]=2)(=[O:14])=[O:13])=[CH:3][CH:2]=1.